Dataset: Catalyst prediction with 721,799 reactions and 888 catalyst types from USPTO. Task: Predict which catalyst facilitates the given reaction. (1) Reactant: C(Cl)(=O)C(Cl)=O.[CH2:7]([O:9][C:10]1[N:15]=[C:14]([CH2:16][OH:17])[CH:13]=[CH:12][CH:11]=1)[CH3:8].CCN(CC)CC.O. Product: [CH2:7]([O:9][C:10]1[N:15]=[C:14]([CH:16]=[O:17])[CH:13]=[CH:12][CH:11]=1)[CH3:8]. The catalyst class is: 583. (2) Reactant: [NH:1]1[CH:5]=[CH:4][N:3]=[CH:2]1.[H-].[Na+].Cl[C:9]1[N:14]=[N:13][C:12]([C:15]23[CH2:22][N:19]([CH2:20][CH2:21]2)[CH2:18][CH2:17][CH2:16]3)=[CH:11][CH:10]=1. Product: [N:1]1([C:9]2[N:14]=[N:13][C:12]([C:15]34[CH2:22][N:19]([CH2:20][CH2:21]3)[CH2:18][CH2:17][CH2:16]4)=[CH:11][CH:10]=2)[CH:5]=[CH:4][N:3]=[CH:2]1. The catalyst class is: 9. (3) Reactant: [F:1][C:2]1[CH:11]=[C:10]([F:12])[CH:9]=[C:8]2[C:3]=1[C:4]([NH:20][C:21]1[C:26](I)=[CH:25][N:24]=[C:23]([N:28]3[CH2:33][CH2:32][O:31][CH2:30][CH2:29]3)[CH:22]=1)=[C:5]([CH3:19])[C:6]([C:13]1[CH:18]=[CH:17][CH:16]=[CH:15][N:14]=1)=[N:7]2.[F:34][C:35]1[C:36]([O:50][CH3:51])=[N:37][CH:38]=[C:39](B2OC(C)(C)C(C)(C)O2)[CH:40]=1.C1(P(C2CCCCC2)C2CCCCC2)CCCCC1.[O-]P([O-])([O-])=O.[K+].[K+].[K+]. Product: [F:1][C:2]1[CH:11]=[C:10]([F:12])[CH:9]=[C:8]2[C:3]=1[C:4]([NH:20][C:21]1[CH:22]=[C:23]([N:28]3[CH2:33][CH2:32][O:31][CH2:30][CH2:29]3)[N:24]=[CH:25][C:26]=1[C:39]1[CH:38]=[N:37][C:36]([O:50][CH3:51])=[C:35]([F:34])[CH:40]=1)=[C:5]([CH3:19])[C:6]([C:13]1[CH:18]=[CH:17][CH:16]=[CH:15][N:14]=1)=[N:7]2. The catalyst class is: 552. (4) Reactant: CB1N2CCCC2C(C2C=CC=CC=2)(C2C=CC=CC=2)O1.B.C(N(CC)C1C=CC=CC=1)C.[Br:34][CH2:35][C:36]([C:38]1[CH:43]=[C:42]([CH3:44])[CH:41]=[C:40]([CH3:45])[CH:39]=1)=[O:37]. Product: [Br:34][CH2:35][C@H:36]([C:38]1[CH:39]=[C:40]([CH3:45])[CH:41]=[C:42]([CH3:44])[CH:43]=1)[OH:37]. The catalyst class is: 237. (5) Reactant: [NH2:1][C:2]1[CH:7]=[CH:6][C:5]([O:8][Si](C(C)(C)C)(C)C)=[CH:4][C:3]=1[C:16]([C:18]1[CH:23]=[CH:22][CH:21]=[C:20]([CH3:24])[CH:19]=1)=O.[CH3:25][CH:26]([CH3:33])[CH2:27][C:28](=O)[CH2:29][C:30]#[N:31].CS(O)(=O)=O. Product: [OH:8][C:5]1[CH:4]=[C:3]2[C:2](=[CH:7][CH:6]=1)[N:1]=[C:28]([CH2:27][CH:26]([CH3:33])[CH3:25])[C:29]([C:30]#[N:31])=[C:16]2[C:18]1[CH:23]=[CH:22][CH:21]=[C:20]([CH3:24])[CH:19]=1. The catalyst class is: 11. (6) Reactant: [Cl:1][C:2]1[CH:3]=[C:4]2[C:9](=[CH:10][CH:11]=1)[CH:8]=[C:7]([C:12]([OH:14])=O)[CH:6]=[CH:5]2.CN[O:17][CH3:18].C1C=C[C:22]2[N:27](O)N=NC=2C=1.CCN(C(C)C)C(C)C.CCN=C=NCCCN(C)C. The catalyst class is: 3. Product: [CH3:18][O:17][CH2:22][NH:27][C:12]([C:7]1[CH:6]=[CH:5][C:4]2[C:9](=[CH:10][CH:11]=[C:2]([Cl:1])[CH:3]=2)[CH:8]=1)=[O:14].